This data is from Catalyst prediction with 721,799 reactions and 888 catalyst types from USPTO. The task is: Predict which catalyst facilitates the given reaction. (1) Reactant: [C:1]([O:5][C:6](=[O:24])[NH:7][C@@H:8]([CH2:17][C:18]1[CH:23]=[CH:22][CH:21]=[CH:20][CH:19]=1)[C@H:9]([OH:16])[CH2:10][NH:11]OC(C)C)([CH3:4])([CH3:3])[CH3:2].[CH3:25][S:26]([NH:29][C:30]1[NH:31][C:32]2[CH:38]=[C:37]([S:39](Cl)(=[O:41])=[O:40])[CH:36]=[CH:35][C:33]=2[N:34]=1)(=[O:28])=[O:27]. Product: [C:1]([O:5][C:6](=[O:24])[NH:7][C@@H:8]([CH2:17][C:18]1[CH:19]=[CH:20][CH:21]=[CH:22][CH:23]=1)[C@@H:9]([OH:16])[CH:10]([NH:11][S:39]([C:37]1[CH:36]=[CH:35][C:33]2[N:34]=[C:30]([NH:29][S:26]([CH3:25])(=[O:28])=[O:27])[NH:31][C:32]=2[CH:38]=1)(=[O:41])=[O:40])[O:5][CH:1]([CH3:3])[CH3:2])([CH3:2])([CH3:3])[CH3:4]. The catalyst class is: 17. (2) Reactant: [NH2:1][C:2]1[N:6]([CH2:7][CH2:8][CH2:9][CH2:10]O)[C:5]2[C:12]([CH:17]([CH2:20][CH3:21])[CH2:18][CH3:19])=[CH:13][CH:14]=[C:15]([Cl:16])[C:4]=2[N:3]=1.CS(Cl)(=O)=O.C(=O)(O)[O-].[Na+].C(=O)([O-])[O-].[K+].[K+]. Product: [Cl:16][C:15]1[C:4]2[N:3]=[C:2]3[NH:1][CH2:10][CH2:9][CH2:8][CH2:7][N:6]3[C:5]=2[C:12]([CH:17]([CH2:20][CH3:21])[CH2:18][CH3:19])=[CH:13][CH:14]=1. The catalyst class is: 300.